This data is from Catalyst prediction with 721,799 reactions and 888 catalyst types from USPTO. The task is: Predict which catalyst facilitates the given reaction. (1) Reactant: [C:1]([C:3]([CH2:11][C:12]1[CH:17]=[C:16]([O:18][C:19]2[CH:24]=[CH:23][CH:22]=[CH:21][CH:20]=2)[CH:15]=[CH:14][C:13]=1[N+:25]([O-:27])=[O:26])([CH2:7][CH2:8][CH:9]=[CH2:10])C(O)=O)#[N:2].CCCCCCC.C(OCC)(=O)C. Product: [N+:25]([C:13]1[CH:14]=[CH:15][C:16]([O:18][C:19]2[CH:20]=[CH:21][CH:22]=[CH:23][CH:24]=2)=[CH:17][C:12]=1[CH2:11][CH:3]([CH2:7][CH2:8][CH:9]=[CH2:10])[C:1]#[N:2])([O-:27])=[O:26]. The catalyst class is: 44. (2) Reactant: [C:1]([C:3]1[CH:4]=[C:5]([C:13]([O:15]C)=[O:14])[CH:6]=[N:7][C:8]=1[O:9][CH2:10][CH2:11][CH3:12])#[N:2].[OH-].[Li+]. Product: [C:1]([C:3]1[CH:4]=[C:5]([C:13]([OH:15])=[O:14])[CH:6]=[N:7][C:8]=1[O:9][CH2:10][CH2:11][CH3:12])#[N:2]. The catalyst class is: 24. (3) Reactant: [C:1]1([CH2:7][C:8]2[CH:13]=[CH:12][CH:11]=[CH:10][CH:9]=2)[CH:6]=[CH:5][CH:4]=[CH:3][CH:2]=1.[C:14](Cl)(=[O:17])[CH:15]=[CH2:16].[Cl-].[Al+3].[Cl-].[Cl-]. Product: [C:14]([CH:7]([C:8]1[CH:9]=[CH:10][CH:11]=[CH:12][CH:13]=1)[C:1]1[CH:6]=[CH:5][CH:4]=[CH:3][CH:2]=1)(=[O:17])[CH:15]=[CH2:16]. The catalyst class is: 4. (4) Reactant: [H-].[Na+].[NH:3]1[CH:7]=[C:6]([CH:8]=[O:9])[N:5]=[CH:4]1.I[CH2:11][CH2:12][CH3:13]. Product: [CH2:11]([N:3]1[CH:7]=[C:6]([CH:8]=[O:9])[N:5]=[CH:4]1)[CH2:12][CH3:13]. The catalyst class is: 1.